From a dataset of Peptide-MHC class II binding affinity with 134,281 pairs from IEDB. Regression. Given a peptide amino acid sequence and an MHC pseudo amino acid sequence, predict their binding affinity value. This is MHC class II binding data. (1) The peptide sequence is YKTIAFDEEARR. The MHC is HLA-DQA10301-DQB10302 with pseudo-sequence HLA-DQA10301-DQB10302. The binding affinity (normalized) is 0.179. (2) The peptide sequence is GAVSFWMCSNGSLQFRI. The MHC is DRB1_1501 with pseudo-sequence DRB1_1501. The binding affinity (normalized) is 0.406. (3) The MHC is DRB1_1001 with pseudo-sequence DRB1_1001. The binding affinity (normalized) is 0.475. The peptide sequence is EKKMFAATQFEPLAA.